From a dataset of Catalyst prediction with 721,799 reactions and 888 catalyst types from USPTO. Predict which catalyst facilitates the given reaction. (1) Reactant: Br[C:2]1[CH:10]=[CH:9][C:5]([C:6]([O-:8])=[O:7])=[C:4]([CH2:11][CH3:12])[CH:3]=1.C([Sn](CCCC)(CCCC)[C:18]1[S:19][CH:20]=[CH:21][N:22]=1)CCC.[F-].[K+].[C:33]1(C)C=CC=CC=1. Product: [CH2:11]([C:4]1[CH:3]=[C:2]([C:18]2[S:19][CH:20]=[CH:21][N:22]=2)[CH:10]=[CH:9][C:5]=1[C:6]([O:8][CH3:33])=[O:7])[CH3:12]. The catalyst class is: 73. (2) Reactant: [H-].[Na+].[CH3:3][CH:4]([C:7]1[CH:12]=[CH:11][C:10]([OH:13])=[CH:9][CH:8]=1)[CH2:5][CH3:6].Cl.Cl[CH2:16][C:17]1[C:18]([NH2:23])=[N:19][CH:20]=[CH:21][CH:22]=1. Product: [CH3:3][CH:4]([C:7]1[CH:8]=[CH:9][C:10]([O:13][CH2:16][C:17]2[C:18]([NH2:23])=[N:19][CH:20]=[CH:21][CH:22]=2)=[CH:11][CH:12]=1)[CH2:5][CH3:6]. The catalyst class is: 3. (3) Reactant: Cl.O.[NH:3]1[CH2:8][CH2:7][C:6](=[O:9])[CH2:5][CH2:4]1.C(N(CC)C(C)C)(C)C.[CH2:19]([C:23]1[CH:28]=[CH:27][C:26]([S:29](Cl)(=[O:31])=[O:30])=[CH:25][CH:24]=1)[CH2:20][CH2:21][CH3:22].C([O-])(O)=[O:34].[Na+]. Product: [CH2:19]([C:23]1[CH:28]=[CH:27][C:26]([S:29]([N:3]2[CH2:8][CH2:7][C:6]([OH:34])([OH:9])[CH2:5][CH2:4]2)(=[O:31])=[O:30])=[CH:25][CH:24]=1)[CH2:20][CH2:21][CH3:22]. The catalyst class is: 4. (4) Product: [F:24][CH:2]([F:1])[O:3][CH:4]([C:9]1[CH:23]=[CH:22][C:12]2[C:13]3[CH:21]=[CH:20][CH:19]=[CH:18][C:14]=3[O:15][CH:16]([CH2:27][CH:26]=[CH2:25])[C:11]=2[CH:10]=1)[S:5]([NH2:8])(=[O:6])=[O:7]. The catalyst class is: 4. Reactant: [F:1][CH:2]([F:24])[O:3][CH:4]([C:9]1[CH:23]=[CH:22][C:12]2[C:13]3[CH:21]=[CH:20][CH:19]=[CH:18][C:14]=3[O:15][CH:16](O)[C:11]=2[CH:10]=1)[S:5]([NH2:8])(=[O:7])=[O:6].[CH2:25]([Si](C)(C)C)[CH:26]=[CH2:27].B(F)(F)F.CCOCC.C(=O)(O)[O-].[Na+]. (5) Reactant: [OH:1][C:2]1[CH:3]=[C:4]2[C:8](=[CH:9][CH:10]=1)[NH:7][CH:6]=[CH:5]2.Cl.Cl[CH2:13][CH2:14][N:15]1[CH2:20][CH2:19][O:18][CH2:17][CH2:16]1.C(=O)([O-])[O-].[K+].[K+]. Product: [NH:7]1[C:8]2[C:4](=[CH:3][C:2]([O:1][CH2:13][CH2:14][N:15]3[CH2:20][CH2:19][O:18][CH2:17][CH2:16]3)=[CH:10][CH:9]=2)[CH:5]=[CH:6]1. The catalyst class is: 10. (6) Reactant: [NH:1]1[CH:5]=[CH:4][C:3]([C:6]2[N:14]3[C:9]([CH:10]=[CH:11][CH:12]=[CH:13]3)=[CH:8][C:7]=2[C:15]([O:17][CH2:18][CH3:19])=[O:16])=[N:2]1.C([O-])([O-])=O.[K+].[K+].Cl.Cl[CH2:28][CH2:29][N:30]1[CH2:35][CH2:34][O:33][CH2:32][CH2:31]1. Product: [N:30]1([CH2:29][CH2:28][N:1]2[CH:5]=[CH:4][C:3]([C:6]3[N:14]4[C:9]([CH:10]=[CH:11][CH:12]=[CH:13]4)=[CH:8][C:7]=3[C:15]([O:17][CH2:18][CH3:19])=[O:16])=[N:2]2)[CH2:35][CH2:34][O:33][CH2:32][CH2:31]1. The catalyst class is: 56. (7) Reactant: C(N=C=NCCCN(C)C)C.[Br:12][C:13]1[CH:18]=[CH:17][C:16]([N:19]([CH2:30][C:31]([OH:33])=O)[C:20](=[O:29])/[CH:21]=[CH:22]/[C:23]2[CH:28]=[CH:27][CH:26]=[CH:25][CH:24]=2)=[CH:15][CH:14]=1.[C:34]([O:38][C:39]([NH:41][CH:42]1[CH2:46][CH2:45][NH:44][CH2:43]1)=[O:40])([CH3:37])([CH3:36])[CH3:35].ON1C2N=CC=CC=2N=N1.CN1CCOCC1. Product: [Br:12][C:13]1[CH:14]=[CH:15][C:16]([N:19]([C:20](=[O:29])/[CH:21]=[CH:22]/[C:23]2[CH:24]=[CH:25][CH:26]=[CH:27][CH:28]=2)[CH2:30][C:31]([N:44]2[CH2:45][CH2:46][C@H:42]([NH:41][C:39](=[O:40])[O:38][C:34]([CH3:36])([CH3:35])[CH3:37])[CH2:43]2)=[O:33])=[CH:17][CH:18]=1. The catalyst class is: 3.